This data is from Reaction yield outcomes from USPTO patents with 853,638 reactions. The task is: Predict the reaction yield, written as a fraction of the theoretical maximum amount of product (1.0 means a 100% yield; for example, 0.34 means a 34% yield). The reactants are C[O:2][C:3](=[O:21])[CH2:4][CH2:5][CH2:6][CH2:7][C:8]1[O:9][C:10]([C:13]2[CH:18]=[C:17]([Cl:19])[CH:16]=[CH:15][C:14]=2[OH:20])=[CH:11][N:12]=1.[Li+].[OH-].Cl. The catalyst is O1CCOCC1.O. The product is [Cl:19][C:17]1[CH:16]=[CH:15][C:14]([OH:20])=[C:13]([C:10]2[O:9][C:8]([CH2:7][CH2:6][CH2:5][CH2:4][C:3]([OH:21])=[O:2])=[N:12][CH:11]=2)[CH:18]=1. The yield is 0.600.